This data is from TCR-epitope binding with 47,182 pairs between 192 epitopes and 23,139 TCRs. The task is: Binary Classification. Given a T-cell receptor sequence (or CDR3 region) and an epitope sequence, predict whether binding occurs between them. The epitope is ITEEVGHTDLMAAY. The TCR CDR3 sequence is CASSRGFLGTGRDEQYF. Result: 0 (the TCR does not bind to the epitope).